This data is from Reaction yield outcomes from USPTO patents with 853,638 reactions. The task is: Predict the reaction yield, written as a fraction of the theoretical maximum amount of product (1.0 means a 100% yield; for example, 0.34 means a 34% yield). (1) The catalyst is O1CCOCC1. The yield is 0.970. The product is [CH2:30]([O:29][C:26]1[CH:27]=[C:28]2[C:23](=[C:24]([C:37]([NH2:38])=[O:39])[CH:25]=1)[N:22]=[CH:21][N:20]=[C:19]2[NH:18][CH:10]([C:11]1[CH:16]=[CH:15][CH:14]=[C:13]([Cl:17])[CH:12]=1)[CH2:9][NH:7][CH3:6])[C:31]1[CH:32]=[CH:33][CH:34]=[CH:35][CH:36]=1. The reactants are C(O[C:6](=O)[N:7]([CH2:9][CH:10]([NH:18][C:19]1[C:28]2[C:23](=[C:24]([C:37](=[O:39])[NH2:38])[CH:25]=[C:26]([O:29][CH2:30][C:31]3[CH:36]=[CH:35][CH:34]=[CH:33][CH:32]=3)[CH:27]=2)[N:22]=[CH:21][N:20]=1)[C:11]1[CH:16]=[CH:15][CH:14]=[C:13]([Cl:17])[CH:12]=1)C)(C)(C)C.C1COCC1.Cl. (2) The reactants are C[O-].[Na+].CO[C:6]([C:8]1[CH:13]=[N:12][CH:11]=[CH:10][N:9]=1)=[O:7].[C:14]([O:17][CH3:18])(=[O:16])[CH3:15]. The catalyst is C1(C)C=CC=CC=1. The product is [O:7]=[C:6]([C:8]1[CH:13]=[N:12][CH:11]=[CH:10][N:9]=1)[CH2:15][C:14]([O:17][CH3:18])=[O:16]. The yield is 0.500. (3) The reactants are C([Mg]Cl)(C)C.[C:6]([O:10][C:11](=[O:32])[NH:12][C:13]([C:15]1[S:16][C:17]([S:30][CH3:31])=[C:18]([S:20]([C:23]2[CH:28]=[CH:27][CH:26]=[C:25](Br)[CH:24]=2)(=[O:22])=[O:21])[CH:19]=1)=[NH:14])([CH3:9])([CH3:8])[CH3:7].[Li]CCCC.CN(C)[CH:40]=[O:41]. The catalyst is C1COCC1. The product is [C:6]([O:10][C:11](=[O:32])[NH:12][C:13]([C:15]1[S:16][C:17]([S:30][CH3:31])=[C:18]([S:20]([C:23]2[CH:28]=[CH:27][CH:26]=[C:25]([CH:40]=[O:41])[CH:24]=2)(=[O:22])=[O:21])[CH:19]=1)=[NH:14])([CH3:9])([CH3:8])[CH3:7]. The yield is 0.750. (4) The reactants are [C:1]([O:5][C:6]([N:8]1[CH2:13][CH2:12][CH:11]=[C:10]([C:14]2[CH:22]=[CH:21][C:20]([C:23]([O:25]C)=[O:24])=[C:19]3[C:15]=2[CH:16]=[C:17]([CH3:37])[N:18]3S(C2C=CC(C)=CC=2)(=O)=O)[CH2:9]1)=[O:7])([CH3:4])([CH3:3])[CH3:2].[Li+].[OH-]. The catalyst is C1COCC1.O.CO.C(O)(=O)CC(CC(O)=O)(C(O)=O)O. The product is [C:1]([O:5][C:6]([N:8]1[CH2:13][CH2:12][CH:11]=[C:10]([C:14]2[CH:22]=[CH:21][C:20]([C:23]([OH:25])=[O:24])=[C:19]3[C:15]=2[CH:16]=[C:17]([CH3:37])[NH:18]3)[CH2:9]1)=[O:7])([CH3:4])([CH3:3])[CH3:2]. The yield is 0.930. (5) The yield is 0.595. The catalyst is CO.[Cu]. The product is [Br:1][C:2]1[CH:7]=[C:6]([O:10][CH3:9])[CH:5]=[N:4][CH:3]=1. The reactants are [Br:1][C:2]1[CH:3]=[N:4][CH:5]=[C:6](Br)[CH:7]=1.[CH3:9][O-:10].[Na+].